This data is from Reaction yield outcomes from USPTO patents with 853,638 reactions. The task is: Predict the reaction yield, written as a fraction of the theoretical maximum amount of product (1.0 means a 100% yield; for example, 0.34 means a 34% yield). (1) The reactants are [Cl:1][C:2]1[CH:3]=[C:4]([CH:6]=[CH:7][CH:8]=1)[NH2:5].[N:9]([O-])=O.[Na+].O.O.Cl[Sn]Cl.[OH-].[Na+]. The catalyst is Cl.O. The product is [Cl:1][C:2]1[CH:3]=[C:4]([NH:5][NH2:9])[CH:6]=[CH:7][CH:8]=1. The yield is 0.720. (2) The reactants are [Cl:1][C:2]1[CH:7]=[CH:6][C:5]([C:8]2[CH:13]=[CH:12][N:11]3[N:14]=[CH:15][C:16]([C:17]([O:19]CC)=[O:18])=[C:10]3[N:9]=2)=[CH:4][CH:3]=1.[OH-].[Na+]. The catalyst is CO.O. The product is [Cl:1][C:2]1[CH:7]=[CH:6][C:5]([C:8]2[CH:13]=[CH:12][N:11]3[N:14]=[CH:15][C:16]([C:17]([OH:19])=[O:18])=[C:10]3[N:9]=2)=[CH:4][CH:3]=1. The yield is 1.00. (3) The reactants are [Cl:1][C:2]1[CH:3]=[C:4]([S:20]([N:23](CC2C=CC(OC)=CC=2OC)[C:24]2[CH:29]=[CH:28][N:27]=[CH:26][N:25]=2)(=[O:22])=[O:21])[CH:5]=[CH:6][C:7]=1[O:8][C@H:9]1[CH2:13][CH2:12][CH2:11][C@@H:10]1[C:14]1[N:18]([CH3:19])[N:17]=[CH:16][CH:15]=1.C([SiH](CC)CC)C.FC(F)(F)C(O)=O. The catalyst is ClCCl. The product is [Cl:1][C:2]1[CH:3]=[C:4]([S:20]([NH:23][C:24]2[CH:29]=[CH:28][N:27]=[CH:26][N:25]=2)(=[O:21])=[O:22])[CH:5]=[CH:6][C:7]=1[O:8][C@H:9]1[CH2:13][CH2:12][CH2:11][C@@H:10]1[C:14]1[N:18]([CH3:19])[N:17]=[CH:16][CH:15]=1. The yield is 0.540. (4) The reactants are O[CH2:2][C:3]1[C:4]([C:9]2[CH:10]=[N:11][CH:12]=[CH:13][CH:14]=2)=[N:5][CH:6]=[CH:7][CH:8]=1.Cl.O1CCOCC1. The catalyst is [Pd].CO. The product is [CH3:2][C:3]1[C:4]([C:9]2[CH:10]=[N:11][CH:12]=[CH:13][CH:14]=2)=[N:5][CH:6]=[CH:7][CH:8]=1. The yield is 0.760. (5) The reactants are [NH4+].[Cl-].C[Si](N[Si](C)(C)C)(C)C.[I:12][C:13]1[C:14](=[O:20])[NH:15][C:16](=[O:19])[NH:17][CH:18]=1.Br[CH2:22][CH2:23][CH2:24][CH2:25][C:26]#[N:27]. The catalyst is CCOC(C)=O.CC(O)C. The product is [I:12][C:13]1[C:14](=[O:20])[NH:15][C:16](=[O:19])[N:17]([CH2:22][CH2:23][CH2:24][CH2:25][C:26]#[N:27])[CH:18]=1. The yield is 0.750. (6) The reactants are Br[C:2]1[CH:9]=[C:8]([N:10]2[C:18]3[CH2:17][C:16]([CH3:20])([CH3:19])[CH2:15][C:14](=[O:21])[C:13]=3[C:12]([CH3:22])=[CH:11]2)[CH:7]=[CH:6][C:3]=1[C:4]#[N:5].[CH3:23][O:24][C:25]1[CH:26]=[C:27]([CH:29]=[C:30]([O:34][CH3:35])[C:31]=1[O:32][CH3:33])[NH2:28].CC(C)([O-:39])C.[Na+]. The yield is 0.200. The product is [CH3:35][O:34][C:30]1[CH:29]=[C:27]([NH:28][C:2]2[CH:9]=[C:8]([N:10]3[C:18]4[CH2:17][C:16]([CH3:20])([CH3:19])[CH2:15][C:14](=[O:21])[C:13]=4[C:12]([CH3:22])=[CH:11]3)[CH:7]=[CH:6][C:3]=2[C:4]([NH2:5])=[O:39])[CH:26]=[C:25]([O:24][CH3:23])[C:31]=1[O:32][CH3:33]. The catalyst is C1(C)C=CC=CC=1.C([O-])(=O)C.[Pd+2].C([O-])(=O)C.C1(P(C2C=CC=CC=2)[C-]2C=CC=C2)C=CC=CC=1.[C-]1(P(C2C=CC=CC=2)C2C=CC=CC=2)C=CC=C1.[Fe+2]. (7) The reactants are [NH2:1][C:2]1[CH:10]=[C:9]([O:11][CH3:12])[CH:8]=[C:7]([O:13][CH3:14])[C:3]=1[C:4]([NH2:6])=[O:5].[CH:15]([C:17]1[CH:27]=[CH:26][C:20]([O:21][CH2:22][C:23]([OH:25])=[O:24])=[CH:19][CH:18]=1)=O.OC1C=CC(C2NC(=O)C3C(=CC(OC)=CC=3OC)N=2)=CC=1. No catalyst specified. The product is [CH3:14][O:13][C:7]1[CH:8]=[C:9]([O:11][CH3:12])[CH:10]=[C:2]2[C:3]=1[C:4](=[O:5])[NH:6][C:15]([C:17]1[CH:27]=[CH:26][C:20]([O:21][CH2:22][C:23]([OH:25])=[O:24])=[CH:19][CH:18]=1)=[N:1]2. The yield is 0.210. (8) The reactants are [Br:1][C:2]1[CH:7]=[CH:6][N:5]2[N:8]=[CH:9][C:10]([CH:11]=O)=[C:4]2[CH:3]=1.Cl.[NH2:14][OH:15]. The catalyst is CCO.O. The product is [Br:1][C:2]1[CH:7]=[CH:6][N:5]2[N:8]=[CH:9][C:10](/[CH:11]=[N:14]/[OH:15])=[C:4]2[CH:3]=1. The yield is 0.990.